This data is from Forward reaction prediction with 1.9M reactions from USPTO patents (1976-2016). The task is: Predict the product of the given reaction. (1) Given the reactants C(OC(C(P(OCC)(OCC)=O)O[C@@H]1C[C@H](N2C=C(C)C(=O)NC2=O)C=C1)=O)C.[CH2:30]([O:32][C:33]([CH:35]([P:50]([O:55][CH2:56][CH3:57])([O:52][CH2:53][CH3:54])=[O:51])[O:36][C@@H:37]1[CH2:41][C@H:40]([N:42]2[CH:49]=[CH:48][C:46]([NH2:47])=[N:45][C:43]2=[O:44])[CH:39]=[CH:38]1)=[O:34])[CH3:31], predict the reaction product. The product is: [CH2:30]([O:32][C:33]([CH:35]([P:50]([O:52][CH2:53][CH3:54])([O:55][CH2:56][CH3:57])=[O:51])[O:36][C@@H:37]1[CH2:41][C@H:40]([N:42]2[CH:49]=[CH:48][C:46]([NH2:47])=[N:45][C:43]2=[O:44])[CH2:39][CH2:38]1)=[O:34])[CH3:31]. (2) Given the reactants Br[C:2]1[CH:3]=[N:4][CH:5]=[C:6]2[C:11]=1[N:10]=[C:9]([C:12]([NH:14][CH:15]([C:17]1[CH:22]=[CH:21][C:20]([S:23]([CH3:26])(=[O:25])=[O:24])=[CH:19][CH:18]=1)[CH3:16])=[O:13])[CH:8]=[CH:7]2.[F:27][C:28]1[CH:29]=[C:30](B(O)O)[CH:31]=[CH:32][C:33]=1[F:34].C(=O)([O-])[O-].[Cs+].[Cs+], predict the reaction product. The product is: [F:27][C:28]1[CH:29]=[C:30]([C:2]2[CH:3]=[N:4][CH:5]=[C:6]3[C:11]=2[N:10]=[C:9]([C:12]([NH:14][CH:15]([C:17]2[CH:22]=[CH:21][C:20]([S:23]([CH3:26])(=[O:25])=[O:24])=[CH:19][CH:18]=2)[CH3:16])=[O:13])[CH:8]=[CH:7]3)[CH:31]=[CH:32][C:33]=1[F:34]. (3) Given the reactants [NH2:1][C@@H:2]([CH2:6][CH2:7][C:8]([O:10][CH3:11])=[O:9])[C:3]([OH:5])=[O:4].O1CCOCC1.C([O-])([O-])=O.[Na+].[Na+].[N:24]1[N:25]=[CH:26][N:27]([C:29]2[CH:37]=[CH:36][C:32]([C:33](Cl)=[O:34])=[CH:31][CH:30]=2)[CH:28]=1, predict the reaction product. The product is: [CH3:11][O:10][C:8](=[O:9])[CH2:7][CH2:6][C@H:2]([NH:1][C:33]([C:32]1[CH:31]=[CH:30][C:29]([N:27]2[CH:28]=[N:24][N:25]=[CH:26]2)=[CH:37][CH:36]=1)=[O:34])[C:3]([OH:5])=[O:4]. (4) Given the reactants C([O:3][C:4]([C:6]1[O:10][CH:9]=[N:8][C:7]=1[CH2:11][CH3:12])=[O:5])C.[OH-].[Na+].C(O)C, predict the reaction product. The product is: [CH2:11]([C:7]1[N:8]=[CH:9][O:10][C:6]=1[C:4]([OH:5])=[O:3])[CH3:12]. (5) Given the reactants [C:1]([O:12][CH3:13])(=[O:11])[C:2]1[CH:10]=[CH:9][CH:8]=[C:4]([C:5]([O-:7])=O)[CH:3]=1.O.ON1C2C=CC=CC=2N=N1.Cl.CN(C)CCCN=C=NCC.C(N(CC)CC)C.[C:44]([O:48][C:49]([N:51]1[CH2:55][C@@H:54]([CH2:56][NH2:57])[CH2:53][C@H:52]1[C:58]([N:60]1[CH2:64][CH2:63][S:62][CH2:61]1)=[O:59])=[O:50])([CH3:47])([CH3:46])[CH3:45], predict the reaction product. The product is: [C:44]([O:48][C:49]([N:51]1[CH2:55][C@@H:54]([CH2:56][NH:57][C:5](=[O:7])[C:4]2[CH:8]=[CH:9][CH:10]=[C:2]([C:1]([O:12][CH3:13])=[O:11])[CH:3]=2)[CH2:53][C@H:52]1[C:58]([N:60]1[CH2:64][CH2:63][S:62][CH2:61]1)=[O:59])=[O:50])([CH3:47])([CH3:45])[CH3:46].